Dataset: Reaction yield outcomes from USPTO patents with 853,638 reactions. Task: Predict the reaction yield, written as a fraction of the theoretical maximum amount of product (1.0 means a 100% yield; for example, 0.34 means a 34% yield). (1) The reactants are FC(F)(F)[C:3](O)=[O:4].[NH2:8][CH2:9][C:10]1[CH:15]=[CH:14][C:13]([NH:16][S:17]([CH3:20])(=[O:19])=[O:18])=[CH:12][C:11]=1OC.[C:23]([C:27]1[CH:37]=[CH:36][C:30]([O:31][CH2:32][C:33]([OH:35])=O)=[CH:29][CH:28]=1)([CH3:26])([CH3:25])[CH3:24].Cl.C(N=C=NCCCN(C)C)C.C(N(CC)CC)C. The catalyst is CN(C)C1C=CN=CC=1.CN(C)C=O. The product is [C:23]([C:27]1[CH:28]=[CH:29][C:30]([O:31][CH2:32][C:33]([NH:8][CH2:9][C:10]2[CH:11]=[CH:12][C:13]([NH:16][S:17]([CH3:20])(=[O:18])=[O:19])=[C:14]([O:4][CH3:3])[CH:15]=2)=[O:35])=[CH:36][CH:37]=1)([CH3:24])([CH3:25])[CH3:26]. The yield is 0.430. (2) The reactants are C(OC(=O)[NH:7][CH:8]1[CH2:17][CH2:16][C:15]2[C:10](=[C:11]([NH:18][C:19]3[O:20][C:21]([C:24]4[CH:29]=[CH:28][C:27]([C:30]([F:33])([F:32])[F:31])=[CH:26][CH:25]=4)=[CH:22][N:23]=3)[CH:12]=[CH:13][CH:14]=2)[CH2:9]1)(C)(C)C.C(OC(=O)NC1CCC2C(=C(NC3OC(C4C=CC(C)=CC=4)=CN=3)C=CC=2)C1)(C)(C)C. No catalyst specified. The product is [F:33][C:30]([F:31])([F:32])[C:27]1[CH:28]=[CH:29][C:24]([C:21]2[O:20][C:19]([NH:18][C:11]3[C:10]4[CH2:9][CH:8]([NH2:7])[CH2:17][CH2:16][C:15]=4[CH:14]=[CH:13][CH:12]=3)=[N:23][CH:22]=2)=[CH:25][CH:26]=1. The yield is 0.380. (3) The reactants are C([N:8]1[CH2:12][C@H:11]([O:13][Si:14]([C:17]([CH3:20])([CH3:19])[CH3:18])([CH3:16])[CH3:15])[C@H:10](N)[CH2:9]1)C1C=CC=CC=1.C(OC(OC(OC(C)(C)C)=O)=O)(C)(C)C. The product is [C:17]([Si:14]([CH3:16])([CH3:15])[O:13][CH:11]1[CH2:12][NH:8][CH2:9][CH2:10]1)([CH3:20])([CH3:19])[CH3:18]. The catalyst is C(Cl)Cl. The yield is 0.660. (4) The reactants are CC1C=CC(S(O[CH2:12][C@@H:13]2[C@@H:18]([OH:19])[C@H:17]([OH:20])[C@@H:16]([OH:21])[C@H:15]([C:22]3[CH:27]=[CH:26][C:25]([Cl:28])=[C:24]([CH2:29][C:30]4[S:31][C:32]([C:35]5[O:36][CH:37]=[CH:38][CH:39]=5)=[CH:33][N:34]=4)[CH:23]=3)[O:14]2)(=O)=O)=CC=1.[I-:40].[Na+].O. The catalyst is CC(=O)CC. The product is [Cl:28][C:25]1[CH:26]=[CH:27][C:22]([C@H:15]2[C@H:16]([OH:21])[C@@H:17]([OH:20])[C@H:18]([OH:19])[C@@H:13]([CH2:12][I:40])[O:14]2)=[CH:23][C:24]=1[CH2:29][C:30]1[S:31][C:32]([C:35]2[O:36][CH:37]=[CH:38][CH:39]=2)=[CH:33][N:34]=1. The yield is 0.480. (5) The reactants are [Br:1][C:2]1[CH:3]=[C:4]([OH:9])[CH:5]=[C:6]([F:8])[CH:7]=1.Br[C:11]([F:17])([F:16])[C:12]([F:15])([F:14])[Br:13].CS(C)=O.C([O-])([O-])=O.[Cs+].[Cs+]. The catalyst is CCCCCC.O. The product is [Br:1][C:2]1[CH:7]=[C:6]([F:8])[CH:5]=[C:4]([O:9][C:11]([F:17])([F:16])[C:12]([Br:13])([F:15])[F:14])[CH:3]=1. The yield is 0.940.